Dataset: Reaction yield outcomes from USPTO patents with 853,638 reactions. Task: Predict the reaction yield, written as a fraction of the theoretical maximum amount of product (1.0 means a 100% yield; for example, 0.34 means a 34% yield). (1) The reactants are [CH2:1]([N:5]1[C:13]2[N:12]=[C:11]([Cl:14])[N:10]([CH2:15][CH:16]=[CH2:17])[C:9]=2[C:8](=[O:18])[NH:7][C:6]1=[O:19])[CH2:2][CH2:3][CH3:4].C([O-])([O-])=O.[Cs+].[Cs+].Br[CH:27]([CH2:30][CH3:31])[C:28]#[N:29]. The catalyst is CC#N. The product is [CH2:1]([N:5]1[C:13]2[N:12]=[C:11]([Cl:14])[N:10]([CH2:15][CH:16]=[CH2:17])[C:9]=2[C:8](=[O:18])[N:7]([CH2:31][CH2:30][CH2:27][C:28]#[N:29])[C:6]1=[O:19])[CH2:2][CH2:3][CH3:4]. The yield is 0.850. (2) The reactants are Br[CH2:2][CH:3]1[O:7][C:6]([C:9]23[CH2:18][CH:13]4[CH2:14][CH:15]([CH2:17][CH:11]([CH2:12]4)[CH2:10]2)[CH2:16]3)([CH3:8])[O:5][C:4]1=[O:19].C1CCN2C(=NCCC2)CC1. The catalyst is C(OC(C)C)(C)C. The product is [CH2:2]=[C:3]1[O:7][C:6]([C:9]23[CH2:16][CH:15]4[CH2:17][CH:11]([CH2:12][CH:13]([CH2:14]4)[CH2:18]2)[CH2:10]3)([CH3:8])[O:5][C:4]1=[O:19]. The yield is 0.150. (3) The reactants are [F:1][C:2]1[CH:3]=[CH:4][C:5]([C:8]2[C:12]([CH2:13][CH2:14][C:15]3[S:16][C:17]([C:21]([OH:23])=O)=[C:18]([CH3:20])[N:19]=3)=[C:11]([CH3:24])[O:10][N:9]=2)=[N:6][CH:7]=1.F[B-](F)(F)F.N1(OC(N(C)C)=[N+](C)C)C2C=CC=CC=2N=N1.C(N(CC)C(C)C)(C)C.[NH2:56][CH:57]1[CH2:62][CH2:61][O:60][CH2:59][CH2:58]1. The catalyst is CN(C=O)C. The product is [O:60]1[CH2:61][CH2:62][CH:57]([NH:56][C:21]([C:17]2[S:16][C:15]([CH2:14][CH2:13][C:12]3[C:8]([C:5]4[CH:4]=[CH:3][C:2]([F:1])=[CH:7][N:6]=4)=[N:9][O:10][C:11]=3[CH3:24])=[N:19][C:18]=2[CH3:20])=[O:23])[CH2:58][CH2:59]1. The yield is 0.940. (4) The reactants are [Cl:1][C:2]1[CH:3]=[CH:4][CH:5]=[C:6]2[C:10]=1[NH:9][CH:8]=[CH:7]2.[CH3:11]C1C2C(=CC=CC=2)NC=1. No catalyst specified. The product is [Cl:1][C:2]1[CH:3]=[CH:4][CH:5]=[C:6]2[C:10]=1[N:9]([CH3:11])[CH:8]=[CH:7]2. The yield is 1.00. (5) The reactants are [Br:1][C:2]1[CH:7]=[CH:6][C:5]([F:8])=[CH:4][C:3]=1[CH2:9][OH:10]. The catalyst is C(Cl)Cl.O=[Mn]=O. The product is [Br:1][C:2]1[CH:7]=[CH:6][C:5]([F:8])=[CH:4][C:3]=1[CH:9]=[O:10]. The yield is 0.920.